From a dataset of Catalyst prediction with 721,799 reactions and 888 catalyst types from USPTO. Predict which catalyst facilitates the given reaction. (1) Reactant: [NH2:1][C:2]12[C:20](=[O:21])[C:19]3[C:14](=[CH:15][CH:16]=[CH:17][C:18]=3[N+:22]([O-:24])=[O:23])[C:3]1([OH:25])[O:4][C:5]1[CH:10]=[C:9]([CH:11]([CH3:13])[CH3:12])[CH:8]=[CH:7][C:6]=12.CCN=C=NCCCN(C)C.C1C=CC2N(O)N=NC=2C=1.[CH3:47][CH:48]([CH3:55])[CH2:49][C:50](=[O:54])[C:51](O)=[O:52]. Product: [OH:21][C:20]12[C:19]3[C:14](=[CH:15][CH:16]=[CH:17][C:18]=3[N+:22]([O-:24])=[O:23])[C:3](=[O:25])[C:2]1([NH:1][C:51](=[O:52])[C:50](=[O:54])[CH2:49][CH:48]([CH3:55])[CH3:47])[C:6]1[CH:7]=[CH:8][C:9]([CH:11]([CH3:13])[CH3:12])=[CH:10][C:5]=1[O:4]2. The catalyst class is: 2. (2) Reactant: [N+:1]([C:4]1[CH:26]=[CH:25][CH:24]=[CH:23][C:5]=1[NH:6][C:7]([O:9][CH2:10][CH:11]1[CH2:16][CH2:15][N:14]([C:17]2[CH:22]=[CH:21][N:20]=[CH:19][CH:18]=2)[CH2:13][CH2:12]1)=[O:8])([O-])=O. Product: [N:20]1[CH:21]=[CH:22][C:17]([N:14]2[CH2:13][CH2:12][CH:11]([CH2:10][O:9][C:7]([NH:6][C:5]3[C:4]([NH2:1])=[CH:26][CH:25]=[CH:24][CH:23]=3)=[O:8])[CH2:16][CH2:15]2)=[CH:18][CH:19]=1. The catalyst class is: 29. (3) Reactant: [CH:1]1([C:4]2[C:5]([CH:17]([CH2:26][C:27]([O-:29])=O)[CH2:18][C:19]([O:21][C:22]([CH3:25])([CH3:24])[CH3:23])=[O:20])=[N:6][O:7][C:8]=2[CH:9]2[CH2:12][CH:11]([CH2:13][CH:14]([CH3:16])[CH3:15])[CH2:10]2)[CH2:3][CH2:2]1.[Cl:30][C:31]1[CH:36]=[C:35]([CH3:37])[CH:34]=[CH:33][C:32]=1[NH2:38].C1C=CC2N(O)N=NC=2C=1.CCN=C=NCCCN(C)C.Cl. Product: [Cl:30][C:31]1[CH:36]=[C:35]([CH3:37])[CH:34]=[CH:33][C:32]=1[NH:38][C:27]([CH2:26][CH:17]([C:5]1[C:4]([CH:1]2[CH2:3][CH2:2]2)=[C:8]([CH:9]2[CH2:10][CH:11]([CH2:13][CH:14]([CH3:16])[CH3:15])[CH2:12]2)[O:7][N:6]=1)[CH2:18][C:19]([O:21][C:22]([CH3:23])([CH3:24])[CH3:25])=[O:20])=[O:29]. The catalyst class is: 136. (4) Reactant: [C:1](=O)([O-])[O-].[K+].[K+].CI.[OH:9][C:10]1[CH:34]=[CH:33][C:13]([C:14]([NH:16][CH2:17][C@H:18]([N:23]2[CH2:28][CH2:27][N:26]([S:29]([CH3:32])(=[O:31])=[O:30])[CH2:25][CH2:24]2)[C:19]([O:21][CH3:22])=[O:20])=[O:15])=[CH:12][CH:11]=1. Product: [CH3:32][S:29]([N:26]1[CH2:25][CH2:24][N:23]([C@@H:18]([CH2:17][NH:16][C:14](=[O:15])[C:13]2[CH:33]=[CH:34][C:10]([O:9][CH3:1])=[CH:11][CH:12]=2)[C:19]([O:21][CH3:22])=[O:20])[CH2:28][CH2:27]1)(=[O:31])=[O:30]. The catalyst class is: 311. (5) Reactant: [F:1][C:2]1[CH:7]=[CH:6][C:5](/[C:8](/[CH2:22]O)=[CH:9]\[C:10]2[CH:15]=[CH:14][C:13]([CH:16]=[CH:17][C:18]([O:20][CH3:21])=[O:19])=[CH:12][CH:11]=2)=[CH:4][CH:3]=1.[CH:24]1([NH2:27])[CH2:26][CH2:25]1.CO.[BH4-].[Na+]. Product: [CH:24]1([NH:27][CH2:22]/[C:8](/[C:5]2[CH:6]=[CH:7][C:2]([F:1])=[CH:3][CH:4]=2)=[CH:9]/[C:10]2[CH:15]=[CH:14][C:13]([CH:16]=[CH:17][C:18]([O:20][CH3:21])=[O:19])=[CH:12][CH:11]=2)[CH2:26][CH2:25]1. The catalyst class is: 13.